The task is: Predict the product of the given reaction.. This data is from Forward reaction prediction with 1.9M reactions from USPTO patents (1976-2016). (1) Given the reactants [CH2:1]([C:3]1[C:8](=[O:9])[NH:7][C:6]([CH3:10])=[C:5]([C:11]2[CH:12]=[N:13][CH:14]=[C:15]([C:17]([OH:19])=O)[CH:16]=2)[CH:4]=1)[CH3:2].[CH3:20][NH:21][CH2:22][C:23]([NH2:25])=[O:24], predict the reaction product. The product is: [C:23]([CH2:22][N:21]([CH3:20])[C:17]([C:15]1[CH:16]=[C:11]([C:5]2[CH:4]=[C:3]([CH2:1][CH3:2])[C:8](=[O:9])[NH:7][C:6]=2[CH3:10])[CH:12]=[N:13][CH:14]=1)=[O:19])(=[O:24])[NH2:25]. (2) Given the reactants [F:1][C:2]([F:24])([F:23])[O:3][C:4]1[CH:9]=[CH:8][C:7]([NH:10][C:11]2[NH:12][C:13]([C:16]3[CH:21]=[CH:20][C:19]([OH:22])=[CH:18][CH:17]=3)=[N:14][N:15]=2)=[CH:6][CH:5]=1.C[Si]([N-][Si](C)(C)C)(C)C.[K+].Cl.Cl[C:37]1[CH:42]=[CH:41][N:40]=[CH:39][CH:38]=1.[C:43]([O-])([O-:45])=[O:44].[K+].[K+], predict the reaction product. The product is: [F:24][C:2]([F:1])([F:23])[C:43]([OH:45])=[O:44].[N:40]1[CH:41]=[CH:42][C:37]([O:22][C:19]2[CH:20]=[CH:21][C:16]([C:13]3[NH:12][C:11]([NH:10][C:7]4[CH:6]=[CH:5][C:4]([O:3][C:2]([F:1])([F:23])[F:24])=[CH:9][CH:8]=4)=[N:15][N:14]=3)=[CH:17][CH:18]=2)=[CH:38][CH:39]=1.